This data is from Forward reaction prediction with 1.9M reactions from USPTO patents (1976-2016). The task is: Predict the product of the given reaction. (1) Given the reactants [Cl:1][CH2:2][C:3]1[CH:4]=[C:5]([N:13]2[C:17]([C:18]3[CH:23]=[CH:22][C:21]([C:24]4[O:25][CH:26]=[CH:27][CH:28]=4)=[CH:20][CH:19]=3)=[CH:16][C:15]([C:29]([F:32])([F:31])[F:30])=[N:14]2)[CH:6]=[CH:7][C:8]=1[S:9]([CH3:12])(=[O:11])=[O:10].C1(=O)[NH:37]C(=O)C2=CC=CC=C12.[K].O, predict the reaction product. The product is: [ClH:1].[O:25]1[CH:26]=[CH:27][CH:28]=[C:24]1[C:21]1[CH:22]=[CH:23][C:18]([C:17]2[N:13]([C:5]3[CH:6]=[CH:7][C:8]([S:9]([CH3:12])(=[O:11])=[O:10])=[C:3]([CH2:2][NH2:37])[CH:4]=3)[N:14]=[C:15]([C:29]([F:32])([F:31])[F:30])[CH:16]=2)=[CH:19][CH:20]=1. (2) Given the reactants [C:1]1([CH2:7][CH2:8][C:9]([NH:11][C:12]2[CH:13]=[C:14]3[C:18](=[CH:19][C:20]=2[N+:21]([O-])=O)[N:17]([CH3:24])[C:16](=[O:25])[C:15]3([CH3:27])[CH3:26])=O)[CH:6]=[CH:5][CH:4]=[CH:3][CH:2]=1.[C:28](O)(=O)C, predict the reaction product. The product is: [CH3:24][N:17]1[C:18]2[CH:19]=[C:20]3[N:21]=[C:9]([CH2:8][CH2:7][C:1]4[CH:6]=[CH:5][C:4]([CH3:28])=[CH:3][CH:2]=4)[NH:11][C:12]3=[CH:13][C:14]=2[C:15]([CH3:27])([CH3:26])[C:16]1=[O:25]. (3) Given the reactants [Br:1][C:2]1[CH:10]=[CH:9][C:5]([C:6](O)=[O:7])=[C:4]([N:11]2[CH2:16][CH2:15][N:14]([C:17]([O:19][C:20]([CH3:23])([CH3:22])[CH3:21])=[O:18])[CH2:13][CH2:12]2)[CH:3]=1.CN1CCOCC1.CN(C(ON1N=NC2C=CC=NC1=2)=[N+](C)C)C.F[P-](F)(F)(F)(F)F.[N:55]1([C:61]([O:63][C:64]([CH3:67])([CH3:66])[CH3:65])=[O:62])[CH2:60][CH2:59][NH:58][CH2:57][CH2:56]1, predict the reaction product. The product is: [Br:1][C:2]1[CH:10]=[CH:9][C:5]([C:6]([N:58]2[CH2:59][CH2:60][N:55]([C:61]([O:63][C:64]([CH3:67])([CH3:66])[CH3:65])=[O:62])[CH2:56][CH2:57]2)=[O:7])=[C:4]([N:11]2[CH2:12][CH2:13][N:14]([C:17]([O:19][C:20]([CH3:23])([CH3:22])[CH3:21])=[O:18])[CH2:15][CH2:16]2)[CH:3]=1. (4) Given the reactants [F:1][C:2]1[CH:7]=[C:6]([F:8])[CH:5]=[CH:4][C:3]=1[N:9]([CH3:27])[C:10]([C:12]1[S:24][C:23]2[C:22]3[CH:21]=[C:20]([CH:25]=[O:26])[CH:19]=[CH:18][C:17]=3[O:16][CH2:15][C:14]=2[CH:13]=1)=[O:11].[BH4-].[Na+], predict the reaction product. The product is: [F:1][C:2]1[CH:7]=[C:6]([F:8])[CH:5]=[CH:4][C:3]=1[N:9]([CH3:27])[C:10]([C:12]1[S:24][C:23]2[C:22]3[CH:21]=[C:20]([CH2:25][OH:26])[CH:19]=[CH:18][C:17]=3[O:16][CH2:15][C:14]=2[CH:13]=1)=[O:11]. (5) Given the reactants [CH2:1]([O:8][C:9]([N:11]1[C:15](=[O:16])[CH2:14][CH2:13][C@H:12]1[C:17]([OH:19])=O)=[O:10])[C:2]1[CH:7]=[CH:6][CH:5]=[CH:4][CH:3]=1.CCN=C=NCCCN(C)C.[CH2:31]([NH2:39])[CH2:32][C:33]1[CH:38]=[CH:37][CH:36]=[CH:35][CH:34]=1, predict the reaction product. The product is: [CH2:1]([O:8][C:9]([N:11]1[C@H:12]([C:17](=[O:19])[NH:39][CH2:31][CH2:32][C:33]2[CH:38]=[CH:37][CH:36]=[CH:35][CH:34]=2)[CH2:13][CH2:14][C:15]1=[O:16])=[O:10])[C:2]1[CH:3]=[CH:4][CH:5]=[CH:6][CH:7]=1. (6) Given the reactants [F:1][C:2]1[CH:8]=[CH:7][CH:6]=[C:5]([O:9][CH3:10])[C:3]=1[NH2:4].[Br:11]Br, predict the reaction product. The product is: [BrH:11].[Br:11][C:7]1[CH:6]=[C:5]([O:9][CH3:10])[C:3]([NH2:4])=[C:2]([F:1])[CH:8]=1.